Predict the reaction yield, written as a fraction of the theoretical maximum amount of product (1.0 means a 100% yield; for example, 0.34 means a 34% yield). From a dataset of Reaction yield outcomes from USPTO patents with 853,638 reactions. (1) The product is [CH2:1]([C@H:8]1[CH2:9][N:10]([C:14]2[CH:19]=[CH:18][C:17]([O:20][CH3:21])=[C:16]([O:22][CH:23]3[CH2:26][CH2:25][CH2:24]3)[CH:15]=2)[CH2:11][CH2:12][N:13]1[C:29](=[O:28])[CH2:30][C:31]1[O:35][CH:34]=[N:33][CH:32]=1)[C:2]1[CH:3]=[CH:4][CH:5]=[CH:6][CH:7]=1. The reactants are [CH2:1]([C@@H:8]1[NH:13][CH2:12][CH2:11][N:10]([C:14]2[CH:19]=[CH:18][C:17]([O:20][CH3:21])=[C:16]([O:22][CH:23]3[CH2:26][CH2:25][CH2:24]3)[CH:15]=2)[CH2:9]1)[C:2]1[CH:7]=[CH:6][CH:5]=[CH:4][CH:3]=1.C[O:28][C:29](=O)[CH2:30][C:31]1[O:35][CH:34]=[N:33][CH:32]=1. No catalyst specified. The yield is 0.170. (2) The reactants are [C:1]([C@H:5]1[CH2:10][CH2:9][C@H:8]([O:11][C:12]2[CH:13]=[C:14]3[C:19](=[CH:20][CH:21]=2)[CH2:18][C@H:17]([C@:22]([NH:30]C(=O)OC(C)(C)C)([CH3:29])[CH2:23][O:24][P:25]([OH:28])([OH:27])=[O:26])[CH2:16][CH2:15]3)[CH2:7][CH2:6]1)([CH3:4])([CH3:3])[CH3:2].C(O)(=O)C.Cl. The catalyst is O. The product is [P:25]([OH:27])([OH:28])([O:24][CH2:23][C@:22]([NH2:30])([C@@H:17]1[CH2:16][CH2:15][C:14]2[C:19](=[CH:20][CH:21]=[C:12]([O:11][C@H:8]3[CH2:9][CH2:10][C@H:5]([C:1]([CH3:2])([CH3:3])[CH3:4])[CH2:6][CH2:7]3)[CH:13]=2)[CH2:18]1)[CH3:29])=[O:26]. The yield is 0.520. (3) The reactants are Cl[C:2]1[CH:7]=[CH:6][N:5]=[C:4]2[CH:8]=[C:9]([C:11]3[N:12]=[CH:13][N:14]([CH2:16][C:17]([O:19][CH2:20][CH3:21])=[O:18])[CH:15]=3)[S:10][C:3]=12.[F:22][C:23]1[CH:28]=[C:27]([N+:29]([O-:31])=[O:30])[CH:26]=[CH:25][C:24]=1[OH:32].C([O-])([O-])=O.[K+].[K+]. The catalyst is C1(OC2C=CC=CC=2)C=CC=CC=1.ClCCl. The product is [F:22][C:23]1[CH:28]=[C:27]([N+:29]([O-:31])=[O:30])[CH:26]=[CH:25][C:24]=1[O:32][C:2]1[CH:7]=[CH:6][N:5]=[C:4]2[CH:8]=[C:9]([C:11]3[N:12]=[CH:13][N:14]([CH2:16][C:17]([O:19][CH2:20][CH3:21])=[O:18])[CH:15]=3)[S:10][C:3]=12. The yield is 0.680. (4) The reactants are [C:1]1([C:7]2[C:8]3[CH2:16][CH2:15][NH:14][CH2:13][C:9]=3[N:10]=[CH:11][N:12]=2)[CH:6]=[CH:5][CH:4]=[CH:3][CH:2]=1.[Cl:17][C:18]1[C:26]([C:27]([F:30])([F:29])[F:28])=[CH:25][CH:24]=[CH:23][C:19]=1[C:20](O)=[O:21].CCN=C=NCCCN(C)C.C1C=CC2N(O)N=NC=2C=1. The catalyst is C(Cl)Cl.CCOC(C)=O.CCCCCC. The product is [Cl:17][C:18]1[C:26]([C:27]([F:29])([F:30])[F:28])=[CH:25][CH:24]=[CH:23][C:19]=1[C:20]([N:14]1[CH2:15][CH2:16][C:8]2[C:7]([C:1]3[CH:2]=[CH:3][CH:4]=[CH:5][CH:6]=3)=[N:12][CH:11]=[N:10][C:9]=2[CH2:13]1)=[O:21]. The yield is 0.730. (5) The reactants are [CH3:1][O:2][C:3]1[CH:12]=[CH:11][C:10]2[NH:9][C:8](=[O:13])[C:7]3[S:14][CH:15]=[CH:16][C:6]=3[C:5]=2[C:4]=1[C:17]1[CH:22]=[CH:21][C:20]([C@H:23]([NH:25][C:26](=[O:32])[O:27][C:28]([CH3:31])([CH3:30])[CH3:29])[CH3:24])=[CH:19][CH:18]=1.C1C(=O)N([Cl:40])C(=O)C1. No catalyst specified. The product is [Cl:40][C:11]1[C:10]2[NH:9][C:8](=[O:13])[C:7]3[S:14][CH:15]=[CH:16][C:6]=3[C:5]=2[C:4]([C:17]2[CH:22]=[CH:21][C:20]([C@H:23]([NH:25][C:26](=[O:32])[O:27][C:28]([CH3:31])([CH3:30])[CH3:29])[CH3:24])=[CH:19][CH:18]=2)=[C:3]([O:2][CH3:1])[CH:12]=1. The yield is 0.110. (6) The reactants are [Cl:1][C:2]1[C:9]([Cl:10])=[CH:8][C:5]([CH:6]=O)=[C:4]([N+:11]([O-])=O)[CH:3]=1.[C:14]([OH:20])(=[O:19])[CH2:15]C(O)=O.C([O-])=O.[NH4+:24].Cl. The catalyst is C(O)=O.[OH-].[Na+].[Ni]. The product is [Cl:10][C:9]1[CH:8]=[C:5]2[C:4](=[CH:3][C:2]=1[Cl:1])[NH:11][N:24]=[C:6]2[CH2:15][C:14]([OH:20])=[O:19]. The yield is 0.220. (7) The reactants are [F:1][C:2]([F:17])([F:16])[C:3]1[CH:8]=[CH:7][C:6]([CH2:9][NH2:10])=[C:5]([N:11]2[CH2:15][CH2:14][CH2:13][CH2:12]2)[CH:4]=1.ClC(Cl)(OC(=O)OC(Cl)(Cl)Cl)Cl.[N-:30]=[C:31]=[O:32].N[C:34]1[C:39]2[O:40][CH2:41][C:42](=[O:44])[NH:43][C:38]=2[CH:37]=[CH:36][CH:35]=1. The catalyst is CCOC(C)=O.CN(C=O)C. The product is [F:17][C:2]([F:1])([F:16])[C:3]1[CH:8]=[CH:7][C:6]([CH2:9][NH:10][C:31]([NH:30][C:34]2[C:39]3[O:40][CH2:41][C:42](=[O:44])[NH:43][C:38]=3[CH:37]=[CH:36][CH:35]=2)=[O:32])=[C:5]([N:11]2[CH2:15][CH2:14][CH2:13][CH2:12]2)[CH:4]=1. The yield is 0.0900.